This data is from Full USPTO retrosynthesis dataset with 1.9M reactions from patents (1976-2016). The task is: Predict the reactants needed to synthesize the given product. (1) Given the product [OH:36][C:31]1[CH:32]=[CH:33][CH:34]=[CH:35][C:30]=1[NH:29][C:10]([C@H:8]1[C@H:7]([C:1]2[CH:2]=[CH:3][CH:4]=[CH:5][CH:6]=2)[O:9]1)=[O:12], predict the reactants needed to synthesize it. The reactants are: [C:1]1([C@@H:7]2[O:9][C@H:8]2[C:10]([O-:12])=O)[CH:6]=[CH:5][CH:4]=[CH:3][CH:2]=1.[K+].ClC(OCC(C)C)=O.CN1CCOCC1.[NH2:29][C:30]1[CH:35]=[CH:34][CH:33]=[CH:32][C:31]=1[OH:36]. (2) The reactants are: Cl.Cl.[CH2:3]([N:10]1[CH2:17][CH:16]2[O:18][CH:12]([CH2:13][NH:14][CH2:15]2)[CH2:11]1)[C:4]1[CH:9]=[CH:8][CH:7]=[CH:6][CH:5]=1.[OH-].[Na+]. Given the product [CH2:3]([N:10]1[CH2:17][CH:16]2[O:18][CH:12]([CH2:13][NH:14][CH2:15]2)[CH2:11]1)[C:4]1[CH:5]=[CH:6][CH:7]=[CH:8][CH:9]=1, predict the reactants needed to synthesize it. (3) Given the product [C:43]([O:42][C:40]([N:7]1[CH2:11][CH2:10][C@@H:9]([N:12]2[CH2:13][CH2:14][N:15]([C:18]3[CH:23]=[CH:22][C:21]([N+:24]([O-:26])=[O:25])=[CH:20][C:19]=3[F:27])[CH2:16][CH2:17]2)[CH2:8]1)=[O:41])([CH3:44])([CH3:45])[CH3:46], predict the reactants needed to synthesize it. The reactants are: C(OC([N:7]1[CH2:11][CH2:10][C@@H:9]([N:12]2[CH2:17][CH2:16][N:15]([C:18]3[CH:23]=[CH:22][C:21]([N+:24]([O-:26])=[O:25])=[CH:20][C:19]=3[F:27])[CH2:14][CH2:13]2)[CH2:8]1)=O)C=C.C(O)(=O)C.[CH3:44][C:43]([O:42][C:40](O[C:40]([O:42][C:43]([CH3:46])([CH3:45])[CH3:44])=[O:41])=[O:41])([CH3:46])[CH3:45]. (4) Given the product [C:8]([C:4]1[CH:3]=[C:2]([NH:1][S:24]([C:18]2[CH:23]=[CH:22][CH:21]=[CH:20][CH:19]=2)(=[O:26])=[O:25])[CH:7]=[CH:6][CH:5]=1)#[CH:9], predict the reactants needed to synthesize it. The reactants are: [NH2:1][C:2]1[CH:3]=[C:4]([C:8]#[CH:9])[CH:5]=[CH:6][CH:7]=1.N1C(C)=CC=CC=1C.[C:18]1([S:24](Cl)(=[O:26])=[O:25])[CH:23]=[CH:22][CH:21]=[CH:20][CH:19]=1.